From a dataset of Reaction yield outcomes from USPTO patents with 853,638 reactions. Predict the reaction yield, written as a fraction of the theoretical maximum amount of product (1.0 means a 100% yield; for example, 0.34 means a 34% yield). (1) The reactants are [CH3:1][O:2][CH2:3][C:4]1[CH:5]=[C:6]([N+:10]([O-])=O)[CH:7]=[CH:8][CH:9]=1. The catalyst is C(O)(=O)C.[Zn]. The product is [CH3:1][O:2][CH2:3][C:4]1[CH:5]=[C:6]([CH:7]=[CH:8][CH:9]=1)[NH2:10]. The yield is 0.990. (2) The reactants are [F:1][C:2]1[CH:7]=[CH:6][C:5]([C:8]2[N:9]=[C:10]([CH3:16])[NH:11][C:12]=2[C:13]([NH2:15])=O)=[CH:4][CH:3]=1.COCCOC.COC1C=CC(P2(SP(C3C=CC(OC)=CC=3)(=S)S2)=[S:32])=CC=1. The catalyst is C(Cl)Cl.CO. The product is [F:1][C:2]1[CH:7]=[CH:6][C:5]([C:8]2[N:9]=[C:10]([CH3:16])[NH:11][C:12]=2[C:13](=[S:32])[NH2:15])=[CH:4][CH:3]=1. The yield is 0.630. (3) The reactants are [Cl-].[Ce+3].[Cl-].[Cl-].[BH4-:5].[Na+].[CH3:7][O:8][C:9]1[C:14]([CH3:15])=[CH:13][C:12]([PH:16](=O)[C:17]2[CH:22]=[C:21]([CH3:23])[C:20]([O:24][CH3:25])=[C:19]([CH3:26])[CH:18]=2)=[CH:11][C:10]=1[CH3:28].[H-].[Al+3].[Li+].[H-].[H-].[H-].Cl. The catalyst is C1COCC1.C1(C)C=CC=CC=1. The product is [CH3:7][O:8][C:9]1[C:14]([CH3:15])=[CH:13][C:12]([PH:16][C:17]2[CH:22]=[C:21]([CH3:23])[C:20]([O:24][CH3:25])=[C:19]([CH3:26])[CH:18]=2)=[CH:11][C:10]=1[CH3:28].[BH3:5]. The yield is 0.696. (4) The yield is 0.920. The product is [NH2:8][CH:5]1[CH2:6][CH2:7][CH:2]([OH:1])[C:3]([CH3:11])([CH3:10])[CH2:4]1. The catalyst is CO.[Ni]. The reactants are [OH:1][CH:2]1[CH2:7][CH2:6]/[C:5](=[N:8]\O)/[CH2:4][C:3]1([CH3:11])[CH3:10].C(Cl)Cl.